Dataset: Full USPTO retrosynthesis dataset with 1.9M reactions from patents (1976-2016). Task: Predict the reactants needed to synthesize the given product. (1) Given the product [Cl:17][C:16]1[C:11]([NH:10][CH2:9][C:4]2[CH:5]=[CH:6][C:7]([O:8][C:27]3[CH:28]=[CH:29][C:30]4[N:31]([C:33]([N+:36]([O-:38])=[O:37])=[CH:34][N:35]=4)[N:32]=3)=[C:2]([Cl:1])[N:3]=2)=[N:12][C:13]([CH3:19])=[N:14][C:15]=1[CH3:18], predict the reactants needed to synthesize it. The reactants are: [Cl:1][C:2]1[C:7]([OH:8])=[CH:6][CH:5]=[C:4]([CH2:9][NH:10][C:11]2[C:16]([Cl:17])=[C:15]([CH3:18])[N:14]=[C:13]([CH3:19])[N:12]=2)[N:3]=1.C(=O)([O-])[O-].[K+].[K+].Cl[C:27]1[CH:28]=[CH:29][C:30]2[N:31]([C:33]([N+:36]([O-:38])=[O:37])=[CH:34][N:35]=2)[N:32]=1.O. (2) Given the product [Cl:23][C:24]1[CH:25]=[C:26]([S:31]([NH:34][C:35]2[N:36]=[N:37][C:38]([S:43]([CH3:46])(=[O:45])=[O:44])=[CH:39][C:40]=2[OH:41])(=[O:33])=[O:32])[CH:27]=[C:28]([Cl:30])[CH:29]=1, predict the reactants needed to synthesize it. The reactants are: ClC1N=NC(NS(CC2C=C(C#N)C=CC=2Cl)(=O)=O)=C(O)C=1.[Cl:23][C:24]1[CH:25]=[C:26]([S:31]([NH:34][C:35]2[N:36]=[N:37][C:38]([S:43]([CH3:46])(=[O:45])=[O:44])=[CH:39][C:40]=2[O:41]C)(=[O:33])=[O:32])[CH:27]=[C:28]([Cl:30])[CH:29]=1.ClC1N=NC(NS(CC2C=C(C#N)C=CC=2Cl)(=O)=O)=C(OC)C=1. (3) Given the product [CH3:1][C:2]1([CH3:15])[CH2:10][C:9]2[C:4](=[C:5]([OH:13])[CH:6]=[CH:7][C:8]=2[O:11][CH3:12])[CH2:3]1, predict the reactants needed to synthesize it. The reactants are: [CH3:1][C:2]1([CH3:15])[CH2:10][C:9]2[C:4](=[C:5]([OH:13])[CH:6]=[CH:7][C:8]=2[O:11][CH3:12])[C:3]1=O.CS(O)(=O)=O.C([SiH](CC)CC)C. (4) Given the product [F:18][C:19]([F:32])([F:31])[S:20]([O:17][C:13]1[CH:12]=[C:11]2[C:16](=[CH:15][CH:14]=1)[C:7]([C:1]1[CH:2]=[CH:3][CH:4]=[CH:5][CH:6]=1)=[N:8][CH:9]=[CH:10]2)(=[O:22])=[O:21], predict the reactants needed to synthesize it. The reactants are: [C:1]1([C:7]2[C:16]3[C:11](=[CH:12][C:13]([OH:17])=[CH:14][CH:15]=3)[CH:10]=[CH:9][N:8]=2)[CH:6]=[CH:5][CH:4]=[CH:3][CH:2]=1.[F:18][C:19]([F:32])([F:31])[S:20](O[S:20]([C:19]([F:32])([F:31])[F:18])(=[O:22])=[O:21])(=[O:22])=[O:21]. (5) Given the product [N:2]1([CH2:7][CH2:8][C:9]2[CH2:18][CH2:17][C:16]3[CH:15]=[C:14]([NH:19][C:20]([C:21]4[CH:45]=[CH:44][C:43]([C:34]5[CH:39]=[CH:38][CH:37]=[CH:36][CH:35]=5)=[CH:48][CH:47]=4)=[O:22])[CH:13]=[CH:12][C:11]=3[CH:10]=2)[CH2:6][CH2:5][CH2:4][CH2:3]1, predict the reactants needed to synthesize it. The reactants are: Cl.[N:2]1([CH2:7][CH2:8][C:9]2[CH2:18][CH2:17][C:16]3[CH:15]=[C:14]([NH:19][C:20](=[O:22])[CH3:21])[CH:13]=[CH:12][C:11]=3[CH:10]=2)[CH2:6][CH2:5][CH2:4][CH2:3]1.CCN=C=NCCCN(C)C.[C:34]1([C:43]2[CH:48]=[CH:47]C=[CH:45][CH:44]=2)[CH:39]=[CH:38][C:37](C(O)=O)=[CH:36][CH:35]=1. (6) The reactants are: Br.Br[CH2:3][C:4]([C:6]1[CH:11]=[CH:10][N:9]=[CH:8][CH:7]=1)=O.[CH3:12][N:13]([CH3:27])[CH2:14][CH2:15][O:16][C:17]1[CH:22]=[CH:21][C:20]([NH:23][C:24]([NH2:26])=[S:25])=[CH:19][CH:18]=1.N. Given the product [CH3:12][N:13]([CH3:27])[CH2:14][CH2:15][O:16][C:17]1[CH:22]=[CH:21][C:20]([NH:23][C:24]2[S:25][CH:3]=[C:4]([C:6]3[CH:11]=[CH:10][N:9]=[CH:8][CH:7]=3)[N:26]=2)=[CH:19][CH:18]=1, predict the reactants needed to synthesize it. (7) Given the product [CH3:11][C:9]1[CH:8]=[CH:7][C:5]([NH2:6])=[C:4]([SH:3])[CH:10]=1, predict the reactants needed to synthesize it. The reactants are: NC1[S:3][C:4]2[CH:10]=[C:9]([CH3:11])[CH:8]=[CH:7][C:5]=2[N:6]=1.C(O)CO.[OH-].[K+].C1(C)C=CC=CC=1.